This data is from NCI-60 drug combinations with 297,098 pairs across 59 cell lines. The task is: Regression. Given two drug SMILES strings and cell line genomic features, predict the synergy score measuring deviation from expected non-interaction effect. Drug 1: CN1C2=C(C=C(C=C2)N(CCCl)CCCl)N=C1CCCC(=O)O.Cl. Drug 2: C1C(C(OC1N2C=NC3=C2NC=NCC3O)CO)O. Cell line: DU-145. Synergy scores: CSS=7.49, Synergy_ZIP=-2.92, Synergy_Bliss=0.812, Synergy_Loewe=2.17, Synergy_HSA=1.64.